Dataset: Full USPTO retrosynthesis dataset with 1.9M reactions from patents (1976-2016). Task: Predict the reactants needed to synthesize the given product. (1) Given the product [CH3:1][N:2]([CH3:15])[CH2:3][CH2:4][O:5][C:6]1[N:7]=[CH:8][C:9]([NH2:12])=[N:10][CH:11]=1, predict the reactants needed to synthesize it. The reactants are: [CH3:1][N:2]([CH3:15])[CH2:3][CH2:4][O:5][C:6]1[CH:11]=[N:10][C:9]([N+:12]([O-])=O)=[CH:8][N:7]=1. (2) Given the product [C:7]([O:9][CH3:17])(=[O:8])[CH2:6][CH2:5][CH2:4][CH2:3][CH2:2][CH2:1][CH2:10][CH2:11][CH2:12][CH2:13][CH3:14], predict the reactants needed to synthesize it. The reactants are: [CH2:1]([CH2:10][CH2:11][CH2:12][CH2:13][CH2:14]O)[CH2:2][CH2:3][CH2:4][CH2:5][CH2:6][C:7]([OH:9])=[O:8].O[CH2:17]C(CO)O. (3) Given the product [C:1]([O:5][C:6]([N:8]1[CH2:13][CH2:12][N:11]([CH2:14][C:15]2[CH:20]=[C:19]([Br:21])[CH:18]=[C:17]3[C:16]=2[NH:38][C:47](=[O:50])[N:23]([CH2:24][C:25]2[CH:30]=[C:29]([Cl:31])[CH:28]=[CH:27][C:26]=2[S:32]([CH2:35][CH3:36])(=[O:33])=[O:34])[C:22]3=[O:37])[CH2:10][CH2:9]1)=[O:7])([CH3:2])([CH3:4])[CH3:3], predict the reactants needed to synthesize it. The reactants are: [C:1]([O:5][C:6]([N:8]1[CH2:13][CH2:12][N:11]([CH2:14][C:15]2[CH:20]=[C:19]([Br:21])[CH:18]=[C:17]([C:22](=[O:37])[NH:23][CH2:24][C:25]3[CH:30]=[C:29]([Cl:31])[CH:28]=[CH:27][C:26]=3[S:32]([CH2:35][CH3:36])(=[O:34])=[O:33])[C:16]=2[NH2:38])[CH2:10][CH2:9]1)=[O:7])([CH3:4])([CH3:3])[CH3:2].ClC1C(C2OCCO2)=C(OC(F)(F)F)C=C2C=1N[C:47](=[O:50])N(CC1C=C(Cl)C=CC=1S(CC)(=O)=O)C2=O.